From a dataset of Catalyst prediction with 721,799 reactions and 888 catalyst types from USPTO. Predict which catalyst facilitates the given reaction. (1) Reactant: [O:1]1[CH:10]2[CH:5]([NH:6][CH2:7][CH2:8][CH2:9]2)[CH2:4][CH2:3][CH2:2]1.Br[CH2:12][CH2:13][CH2:14][Cl:15].C([O-])([O-])=O.[K+].[K+]. Product: [Cl:15][CH2:14][CH2:13][CH2:12][N:6]1[CH2:7][CH2:8][CH2:9][CH:10]2[O:1][CH2:2][CH2:3][CH2:4][CH:5]12. The catalyst class is: 21. (2) Reactant: [CH:1]1([C:15]([O:17][CH3:18])=[O:16])[CH:6]=[CH:5][CH:4]([C:7]([O:9][CH3:10])=[O:8])[CH2:3][CH:2]1[C:11]([O:13][CH3:14])=[O:12].[H][H]. Product: [CH:1]1([C:15]([O:17][CH3:18])=[O:16])[CH2:6][CH2:5][CH:4]([C:7]([O:9][CH3:10])=[O:8])[CH2:3][CH:2]1[C:11]([O:13][CH3:14])=[O:12]. The catalyst class is: 707. (3) Reactant: [O:1]=[C:2]([C:6]1[CH:11]=[CH:10][CH:9]=[C:8]([CH2:12][CH2:13][CH2:14][CH2:15][CH3:16])[CH:7]=1)[C:3]([OH:5])=[O:4].C(=O)(O)[O-].[Na+:21]. Product: [O:1]=[C:2]([C:6]1[CH:11]=[CH:10][CH:9]=[C:8]([CH2:12][CH2:13][CH2:14][CH2:15][CH3:16])[CH:7]=1)[C:3]([O-:5])=[O:4].[Na+:21]. The catalyst class is: 8. (4) Reactant: Cl[C:2]1[N:3]=[CH:4][C:5]2[CH:6]=[CH:7][C:8]3[C:17]4[C:16](=[O:18])[NH:15][CH2:14][CH2:13][CH2:12][C:11]=4[NH:10][C:9]=3[C:19]=2[CH:20]=1.[F:21][C:22]1[CH:27]=[CH:26][C:25](B(O)O)=[CH:24][CH:23]=1.[OH-].[Na+].C1C=CC(P(C2C=CC=CC=2)C2C=CC=CC=2)=CC=1. Product: [F:21][C:22]1[CH:27]=[CH:26][C:25]([C:2]2[N:3]=[CH:4][C:5]3[CH:6]=[CH:7][C:8]4[C:17]5[C:16](=[O:18])[NH:15][CH2:14][CH2:13][CH2:12][C:11]=5[NH:10][C:9]=4[C:19]=3[CH:20]=2)=[CH:24][CH:23]=1. The catalyst class is: 233. (5) Reactant: C1COCC1.[CH3:6][N:7]1[CH:12]=[CH:11][C:10]([C@@H:13]2[CH2:18][CH2:17][N:16]([C:19]([O:21][C:22]([CH3:25])([CH3:24])[CH3:23])=[O:20])[CH2:15][C@H:14]2[C:26]([O:28]CC)=[O:27])=[CH:9][C:8]1=[O:31].[OH-].[Li+]. Product: [CH3:25][C:22]([O:21][C:19]([N:16]1[CH2:17][CH2:18][C@@H:13]([C:10]2[CH:11]=[CH:12][N:7]([CH3:6])[C:8](=[O:31])[CH:9]=2)[C@H:14]([C:26]([OH:28])=[O:27])[CH2:15]1)=[O:20])([CH3:23])[CH3:24]. The catalyst class is: 5. (6) Reactant: Cl.[CH:2]1([CH2:5][CH2:6][NH2:7])[CH2:4][CH2:3]1.C(N(C(C)C)CC)(C)C.[N+:17]([C:20]1[CH:21]=[C:22]([N:26]=[C:27]=[O:28])[CH:23]=[CH:24][CH:25]=1)([O-:19])=[O:18].[C:29](Cl)(=[O:34])[CH2:30][C:31](Cl)=[O:32]. Product: [CH:2]1([CH2:5][CH2:6][N:7]2[C:31](=[O:32])[CH2:30][C:29](=[O:34])[N:26]([C:22]3[CH:23]=[CH:24][CH:25]=[C:20]([N+:17]([O-:19])=[O:18])[CH:21]=3)[C:27]2=[O:28])[CH2:4][CH2:3]1. The catalyst class is: 22. (7) Reactant: [CH2:1]([O:3][C:4]([C:6]1[N:10]([CH2:11][C:12]2[CH:17]=[CH:16][C:15]([C:18]3[CH:23]=[CH:22][CH:21]=[CH:20][C:19]=3[C:24]3[N:28]([C:29]([C:42]4[CH:47]=[CH:46][CH:45]=[CH:44][CH:43]=4)([C:36]4[CH:41]=[CH:40][CH:39]=[CH:38][CH:37]=4)[C:30]4[CH:35]=[CH:34][CH:33]=[CH:32][CH:31]=4)[N:27]=[N:26][N:25]=3)=[CH:14][CH:13]=2)[C:9]([CH2:48][CH2:49][CH3:50])=[N:8][C:7]=1[C:51](Cl)([CH3:53])[CH3:52])=[O:5])[CH3:2].[SH:55][CH2:56][CH2:57][OH:58]. Product: [CH2:1]([O:3][C:4]([C:6]1[N:10]([CH2:11][C:12]2[CH:17]=[CH:16][C:15]([C:18]3[CH:23]=[CH:22][CH:21]=[CH:20][C:19]=3[C:24]3[N:28]([C:29]([C:42]4[CH:47]=[CH:46][CH:45]=[CH:44][CH:43]=4)([C:36]4[CH:41]=[CH:40][CH:39]=[CH:38][CH:37]=4)[C:30]4[CH:35]=[CH:34][CH:33]=[CH:32][CH:31]=4)[N:27]=[N:26][N:25]=3)=[CH:14][CH:13]=2)[C:9]([CH2:48][CH2:49][CH3:50])=[N:8][C:7]=1[C:51]([S:55][CH2:56][CH2:57][OH:58])([CH3:53])[CH3:52])=[O:5])[CH3:2]. The catalyst class is: 9. (8) Product: [NH2:8][CH2:7][C:6]1[CH:9]=[CH:10][C:3]([C:2]([NH2:1])=[O:11])=[CH:4][CH:5]=1. Reactant: [NH2:1][CH2:2][C:3]1[CH:10]=[CH:9][C:6]([C:7]#[N:8])=[CH:5][CH:4]=1.[OH2:11]. The catalyst class is: 536. (9) Reactant: [F:1][C:2]1[CH:3]=[C:4]([C:8]2[C:9]([C:24]([O:26][CH2:27][CH3:28])=[O:25])=[C:10]3[CH2:15][N:14]([C:16]([O:18][C:19]([CH3:22])([CH3:21])[CH3:20])=[O:17])[CH2:13][CH2:12][N:11]3[CH:23]=2)[CH:5]=[CH:6][CH:7]=1.ClS([N:33]=[C:34]=O)(=O)=O.CN(C)C=O.[OH-].[Na+]. Product: [C:34]([C:23]1[N:11]2[CH2:12][CH2:13][N:14]([C:16]([O:18][C:19]([CH3:21])([CH3:22])[CH3:20])=[O:17])[CH2:15][C:10]2=[C:9]([C:24]([O:26][CH2:27][CH3:28])=[O:25])[C:8]=1[C:4]1[CH:5]=[CH:6][CH:7]=[C:2]([F:1])[CH:3]=1)#[N:33]. The catalyst class is: 4.